From a dataset of Catalyst prediction with 721,799 reactions and 888 catalyst types from USPTO. Predict which catalyst facilitates the given reaction. (1) Reactant: FC(F)(F)C(O)=O.[Cl:8][C:9]1[CH:48]=[CH:47][C:12]([CH2:13][N:14]2[C:22]3[C:17](=[C:18]([C:23]([NH:25][CH2:26][CH2:27][NH:28]C(=O)OC(C)(C)C)=[O:24])[CH:19]=[CH:20][CH:21]=3)[C:16]([C:36](=[O:46])[C:37](=[O:45])[NH:38][C:39]3[CH2:40][O:41][C:42](=[O:44])[CH:43]=3)=[CH:15]2)=[CH:11][CH:10]=1. Product: [NH2:28][CH2:27][CH2:26][NH:25][C:23]([C:18]1[C:17]2[C:16]([C:36](=[O:46])[C:37](=[O:45])[NH:38][C:39]3[CH2:40][O:41][C:42](=[O:44])[CH:43]=3)=[CH:15][N:14]([CH2:13][C:12]3[CH:11]=[CH:10][C:9]([Cl:8])=[CH:48][CH:47]=3)[C:22]=2[CH:21]=[CH:20][CH:19]=1)=[O:24]. The catalyst class is: 2. (2) The catalyst class is: 17. Product: [O:8]1[C:12]2[CH:13]=[CH:14][CH:15]=[CH:16][C:11]=2[N:10]=[C:9]1[S:17][CH2:18][CH2:19][N:20]1[CH2:21][CH2:22][N:23]([CH2:26][C:27]([NH:29][C:30]2[C:31]([CH:40]([CH3:41])[CH3:42])=[CH:32][CH:6]=[C:5]([O:4][C:1](=[O:3])[CH3:2])[C:35]=2[CH:36]([CH3:38])[CH3:37])=[O:28])[CH2:24][CH2:25]1. Reactant: [C:1]([O:4][C:5](=O)[CH3:6])(=[O:3])[CH3:2].[O:8]1[C:12]2[CH:13]=[CH:14][CH:15]=[CH:16][C:11]=2[N:10]=[C:9]1[S:17][CH2:18][CH2:19][N:20]1[CH2:25][CH2:24][N:23]([CH2:26][C:27]([NH:29][C:30]2[C:35]([CH:36]([CH3:38])[CH3:37])=CC=[C:32](O)[C:31]=2[CH:40]([CH3:42])[CH3:41])=[O:28])[CH2:22][CH2:21]1.C(=O)(O)[O-].[Na+]. (3) Reactant: [NH2:1][C@@H:2]([CH2:16][C:17]1[CH:22]=[CH:21][CH:20]=[CH:19][CH:18]=1)[C:3]([N:5]([C:7]1[CH:15]=[CH:14][C:10]2[O:11][CH2:12][O:13][C:9]=2[CH:8]=1)[CH3:6])=[O:4].C(O)(C(F)(F)F)=O.C(N(C(C)C)CC)(C)C.[Cl:39][C:40]1[CH:41]=[C:42]([S:46]([N:49]=[C:50]=[O:51])(=[O:48])=[O:47])[CH:43]=[CH:44][CH:45]=1. Product: [O:11]1[C:10]2[CH:14]=[CH:15][C:7]([N:5]([CH3:6])[C:3](=[O:4])[C@@H:2]([NH:1][C:50]([NH:49][S:46]([C:42]3[CH:43]=[CH:44][CH:45]=[C:40]([Cl:39])[CH:41]=3)(=[O:47])=[O:48])=[O:51])[CH2:16][C:17]3[CH:22]=[CH:21][CH:20]=[CH:19][CH:18]=3)=[CH:8][C:9]=2[O:13][CH2:12]1. The catalyst class is: 4. (4) Reactant: [CH3:1][O:2][C:3](=[O:21])[C@@H:4]([NH:13][C:14]([O:16][C:17]([CH3:20])([CH3:19])[CH3:18])=[O:15])[CH2:5][C:6]1[CH:11]=[CH:10][CH:9]=[C:8]([OH:12])[CH:7]=1.C([O-])([O-])=O.[K+].[K+].[CH2:28](Br)[CH:29]=[CH2:30].O. Product: [CH3:1][O:2][C:3](=[O:21])[C@@H:4]([NH:13][C:14]([O:16][C:17]([CH3:18])([CH3:20])[CH3:19])=[O:15])[CH2:5][C:6]1[CH:11]=[CH:10][CH:9]=[C:8]([O:12][CH2:30][CH:29]=[CH2:28])[CH:7]=1. The catalyst class is: 21. (5) Reactant: [NH2:1][C:2]1[CH:3]=[CH:4][C:5]([C:51]2([C:54]#[N:55])[CH2:53][CH2:52]2)=[C:6]([CH2:8][N:9]([CH3:50])[C:10]([CH:12]([NH:24][C:25]2[CH:26]=[C:27]3[C:32](=[CH:33][CH:34]=2)[C:31]([N:35]([C:43]([O:45][C:46]([CH3:49])([CH3:48])[CH3:47])=[O:44])[C:36](=[O:42])[O:37][C:38]([CH3:41])([CH3:40])[CH3:39])=[N:30][CH:29]=[CH:28]3)[C:13]2[CH:18]=[CH:17][C:16]([C@@H:19]([CH3:22])[CH2:20][OH:21])=[C:15]([CH3:23])[CH:14]=2)=[O:11])[CH:7]=1.[C:56](Cl)(Cl)=[O:57]. Product: [C:38]([O:37][C:36]([N:35]([C:31]1[C:32]2[C:27](=[CH:26][C:25]([NH:24][C@H:12]3[C:10](=[O:11])[N:9]([CH3:50])[CH2:8][C:6]4[CH:7]=[C:2]([CH:3]=[CH:4][C:5]=4[C:51]4([C:54]#[N:55])[CH2:52][CH2:53]4)[NH:1][C:56](=[O:57])[O:21][CH2:20][C@H:19]([CH3:22])[C:16]4[C:15]([CH3:23])=[CH:14][C:13]3=[CH:18][CH:17]=4)=[CH:34][CH:33]=2)[CH:28]=[CH:29][N:30]=1)[C:43](=[O:44])[O:45][C:46]([CH3:48])([CH3:47])[CH3:49])=[O:42])([CH3:39])([CH3:40])[CH3:41]. The catalyst class is: 245. (6) Reactant: [SH:1][C:2]1[CH:3]=[C:4]([C:14]2[CH:19]=[CH:18][C:17]([C:20]3[CH:25]=[CH:24][C:23]([S:26](N(C)C)(=O)=O)=[C:22]([SH:32])[CH:21]=3)=[CH:16][CH:15]=2)[CH:5]=[CH:6][C:7]=1[S:8](N(C)C)(=O)=O.C1COCC1.[H-].[Al+3].[Li+].[H-].[H-].[H-].Cl. Product: [SH:1][C:2]1[CH:3]=[C:4]([C:14]2[CH:15]=[CH:16][C:17]([C:20]3[CH:25]=[CH:24][C:23]([SH:26])=[C:22]([SH:32])[CH:21]=3)=[CH:18][CH:19]=2)[CH:5]=[CH:6][C:7]=1[SH:8]. The catalyst class is: 91.